Dataset: Reaction yield outcomes from USPTO patents with 853,638 reactions. Task: Predict the reaction yield, written as a fraction of the theoretical maximum amount of product (1.0 means a 100% yield; for example, 0.34 means a 34% yield). (1) The reactants are C(OC([NH:8][C@:9]([CH3:39])([CH2:20][CH2:21][C:22]1[O:23][C:24]([C:27](=[O:38])[CH2:28][CH2:29][CH2:30][CH2:31][C:32]2[CH:37]=[CH:36][CH:35]=[CH:34][CH:33]=2)=[CH:25][CH:26]=1)[CH2:10][CH2:11][P:12](=[O:19])([O:16]CC)[O:13]CC)=O)(C)(C)C.Br[Si](C)(C)C. The catalyst is ClCCl. The product is [NH2:8][C@:9]([CH3:39])([CH2:20][CH2:21][C:22]1[O:23][C:24]([C:27](=[O:38])[CH2:28][CH2:29][CH2:30][CH2:31][C:32]2[CH:33]=[CH:34][CH:35]=[CH:36][CH:37]=2)=[CH:25][CH:26]=1)[CH2:10][CH2:11][P:12](=[O:13])([OH:16])[OH:19]. The yield is 0.660. (2) The reactants are Cl[C:2]1[N:7]=[C:6]([C:8]([NH2:10])=[O:9])[CH:5]=[C:4]([N:11]([CH2:16][CH:17]2[CH2:21][O:20][C:19]([CH3:23])([CH3:22])[O:18]2)[S:12]([CH3:15])(=[O:14])=[O:13])[N:3]=1.[F:24][C:25]1[CH:46]=[CH:45][C:28]([O:29][C:30]2[CH:35]=[CH:34][C:33](B3OC(C)(C)C(C)(C)O3)=[CH:32][CH:31]=2)=[CH:27][CH:26]=1.C([O-])([O-])=O.[Na+].[Na+]. The catalyst is O1CCOCC1.C1C=CC(P(C2C=CC=CC=2)[C-]2C=CC=C2)=CC=1.C1C=CC(P(C2C=CC=CC=2)[C-]2C=CC=C2)=CC=1.Cl[Pd]Cl.[Fe+2]. The product is [CH3:22][C:19]1([CH3:23])[O:18][CH:17]([CH2:16][N:11]([C:4]2[N:3]=[C:2]([C:33]3[CH:32]=[CH:31][C:30]([O:29][C:28]4[CH:27]=[CH:26][C:25]([F:24])=[CH:46][CH:45]=4)=[CH:35][CH:34]=3)[N:7]=[C:6]([C:8]([NH2:10])=[O:9])[CH:5]=2)[S:12]([CH3:15])(=[O:14])=[O:13])[CH2:21][O:20]1. The yield is 0.800. (3) The reactants are [Br:1][C:2]1[N:3]=[C:4]([C:20]#[C:21][CH3:22])[S:5][C:6]=1[C:7]1[N:11]=[CH:10][N:9]([CH2:12][O:13][CH2:14][CH2:15][Si:16]([CH3:19])([CH3:18])[CH3:17])[N:8]=1.[I-].[NH2:24][N+:25]1[CH:30]=[CH:29][CH:28]=[CH:27][CH:26]=1.C(=O)([O-])[O-].[K+].[K+].CN(C)C=O. No catalyst specified. The product is [Br:1][C:2]1[N:3]=[C:4]([C:20]2[C:21]([CH3:22])=[N:24][N:25]3[CH:30]=[CH:29][CH:28]=[CH:27][C:26]=23)[S:5][C:6]=1[C:7]1[N:11]=[CH:10][N:9]([CH2:12][O:13][CH2:14][CH2:15][Si:16]([CH3:19])([CH3:18])[CH3:17])[N:8]=1. The yield is 0.648.